From a dataset of Forward reaction prediction with 1.9M reactions from USPTO patents (1976-2016). Predict the product of the given reaction. The product is: [CH2:45]([C:52]1[N:53]=[C:54]2[N:57]=[C:23]([CH2:24][O:25][C:26]3[C:27]([F:35])=[C:28]([F:34])[CH:29]=[C:30]([F:33])[C:31]=3[F:32])[CH:22]=[C:21]([OH:37])[N:55]2[N:56]=1)[C:46]1[CH:47]=[CH:48][CH:49]=[CH:50][CH:51]=1. Given the reactants C(OC(=O)CC(=O)CCC1C=CC=CC=1F)C.C(O[C:21](=[O:37])[CH2:22][C:23](=O)[CH2:24][O:25][C:26]1[C:31]([F:32])=[C:30]([F:33])[CH:29]=[C:28]([F:34])[C:27]=1[F:35])C.NC1C=C(C)NN=1.[CH2:45]([C:52]1[N:53]=[C:54]([NH2:57])[NH:55][N:56]=1)[C:46]1[CH:51]=[CH:50][CH:49]=[CH:48][CH:47]=1, predict the reaction product.